Dataset: Catalyst prediction with 721,799 reactions and 888 catalyst types from USPTO. Task: Predict which catalyst facilitates the given reaction. Reactant: [CH3:1][O:2][C:3](=[O:17])[CH2:4][O:5][C:6]1[CH:11]=[CH:10][C:9]([O:12]C(=O)C)=[CH:8][C:7]=1[CH3:16].C[O-].[Na+]. Product: [CH3:1][O:2][C:3](=[O:17])[CH2:4][O:5][C:6]1[CH:11]=[CH:10][C:9]([OH:12])=[CH:8][C:7]=1[CH3:16]. The catalyst class is: 5.